Dataset: Forward reaction prediction with 1.9M reactions from USPTO patents (1976-2016). Task: Predict the product of the given reaction. (1) Given the reactants Br[C:2]1[CH:9]=[CH:8][C:5]([CH:6]=[CH2:7])=[CH:4][CH:3]=1.[Mg].[CH2:11]([O:17][C:18](=[O:28])[C:19](OCC/C=C\CC)=[O:20])[CH2:12]/[CH:13]=[CH:14]\[CH2:15][CH3:16].[NH4+].[Cl-], predict the reaction product. The product is: [O:20]=[C:19]([C:2]1[CH:9]=[CH:8][C:5]([CH:6]=[CH2:7])=[CH:4][CH:3]=1)[C:18]([O:17][CH2:11][CH2:12]/[CH:13]=[CH:14]\[CH2:15][CH3:16])=[O:28]. (2) Given the reactants [CH3:1][S:2]([O:5][C:6]1[CH:11]=[CH:10][C:9]([CH2:12][CH2:13][CH2:14]CS([O-])(=O)=O)=[CH:8][CH:7]=1)(=[O:4])=[O:3].[CH2:20]([O:22][CH:23]([CH2:29][C:30]1[CH:35]=[CH:34][CH:33]=[C:32]([OH:36])[CH:31]=1)[C:24]([O:26][CH2:27][CH3:28])=[O:25])[CH3:21].C(=O)([O-])[O-].[K+].[K+], predict the reaction product. The product is: [CH2:20]([O:22][CH:23]([CH2:29][C:30]1[CH:35]=[CH:34][CH:33]=[C:32]([O:36][CH2:14][CH2:13][CH2:12][C:9]2[CH:8]=[CH:7][C:6]([O:5][S:2]([CH3:1])(=[O:3])=[O:4])=[CH:11][CH:10]=2)[CH:31]=1)[C:24]([O:26][CH2:27][CH3:28])=[O:25])[CH3:21]. (3) Given the reactants C([N:8]1[CH2:13][CH2:12][C@@H:11]([CH3:14])[C@@H:10]([N:15]([CH3:25])[C:16]2[C:17]3[CH:24]=[CH:23][NH:22][C:18]=3[N:19]=[CH:20][N:21]=2)[CH2:9]1)C1C=CC=CC=1.FC(F)(F)C(O)=O, predict the reaction product. The product is: [CH3:25][N:15]([C@@H:10]1[C@H:11]([CH3:14])[CH2:12][CH2:13][NH:8][CH2:9]1)[C:16]1[C:17]2[CH:24]=[CH:23][NH:22][C:18]=2[N:19]=[CH:20][N:21]=1. (4) Given the reactants [CH3:1][O:2][C:3]1[CH:12]=[C:11]2[C:6]([C:7](=O)[NH:8][C:9]3[N:10]2[CH:13]=[C:14]([CH3:16])[N:15]=3)=[CH:5][CH:4]=1.P(Cl)(Cl)([Cl:20])=O, predict the reaction product. The product is: [Cl:20][C:7]1[C:6]2[C:11](=[CH:12][C:3]([O:2][CH3:1])=[CH:4][CH:5]=2)[N:10]2[CH:13]=[C:14]([CH3:16])[N:15]=[C:9]2[N:8]=1. (5) Given the reactants Br[C:2]1[N:6]([CH3:7])[C:5]2[CH:8]([C:21]3[CH:26]=[CH:25][C:24]([Cl:27])=[CH:23][CH:22]=3)[N:9]([C:12]3[CH:17]=[C:16]([CH3:18])[C:15](=[O:19])[N:14]([CH3:20])[CH:13]=3)[C:10](=[O:11])[C:4]=2[N:3]=1.[F:28][C:29]1[C:34](B(O)O)=[CH:33][CH:32]=[CH:31][N:30]=1, predict the reaction product. The product is: [Cl:27][C:24]1[CH:25]=[CH:26][C:21]([CH:8]2[C:5]3[N:6]([CH3:7])[C:2]([C:34]4[C:29]([F:28])=[N:30][CH:31]=[CH:32][CH:33]=4)=[N:3][C:4]=3[C:10](=[O:11])[N:9]2[C:12]2[CH:17]=[C:16]([CH3:18])[C:15](=[O:19])[N:14]([CH3:20])[CH:13]=2)=[CH:22][CH:23]=1. (6) Given the reactants [CH3:1][C:2]1[C:3]([CH:8]=O)=[N:4][CH:5]=[CH:6][CH:7]=1.[CH3:10][C:11]([S@@:14]([NH2:16])=[O:15])([CH3:13])[CH3:12], predict the reaction product. The product is: [CH3:10][C:11]([S@@:14](/[N:16]=[CH:8]/[C:3]1[C:2]([CH3:1])=[CH:7][CH:6]=[CH:5][N:4]=1)=[O:15])([CH3:13])[CH3:12]. (7) Given the reactants [Si]([O:8][CH2:9][CH2:10][CH2:11][CH2:12][N:13]([S:37]([CH3:40])(=[O:39])=[O:38])[C:14]1[C:33]([CH:34]2[CH2:36][CH2:35]2)=[CH:32][C:17]2[C:18]([C:28](=[N:30][OH:31])[NH2:29])=[C:19]([C:21]3[CH:26]=[CH:25][C:24]([F:27])=[CH:23][CH:22]=3)[O:20][C:16]=2[CH:15]=1)(C(C)(C)C)(C)C.[F-].C([N+](CCCC)(CCCC)CCCC)CCC, predict the reaction product. The product is: [CH:34]1([C:33]2[C:14]([N:13]([CH2:12][CH2:11][CH2:10][CH2:9][OH:8])[S:37]([CH3:40])(=[O:38])=[O:39])=[CH:15][C:16]3[O:20][C:19]([C:21]4[CH:22]=[CH:23][C:24]([F:27])=[CH:25][CH:26]=4)=[C:18]([C:28](=[NH:29])[NH:30][OH:31])[C:17]=3[CH:32]=2)[CH2:35][CH2:36]1. (8) Given the reactants I[C:2]1[CH:7]=[CH:6][CH:5]=[CH:4][CH:3]=1.C([Li])CCC.[Cl:13][C:14]1[N:19]=[CH:18][CH:17]=[CH:16][N:15]=1, predict the reaction product. The product is: [Cl:13][C:14]1[N:19]=[C:18]([C:2]2[CH:7]=[CH:6][CH:5]=[CH:4][CH:3]=2)[CH:17]=[CH:16][N:15]=1.